Task: Predict the reactants needed to synthesize the given product.. Dataset: Full USPTO retrosynthesis dataset with 1.9M reactions from patents (1976-2016) (1) Given the product [NH:22]1[CH2:37][CH2:38][N:39]=[C:21]1[C:18]1[N:4]2[CH:5]=[C:6]([C:8]3[CH:13]=[CH:12][C:11]([C:14]([F:15])([F:17])[F:16])=[CH:10][CH:9]=3)[NH:7][C:2](=[O:1])[C:3]2=[CH:20][CH:19]=1, predict the reactants needed to synthesize it. The reactants are: [O:1]=[C:2]1[NH:7][C:6]([C:8]2[CH:13]=[CH:12][C:11]([C:14]([F:17])([F:16])[F:15])=[CH:10][CH:9]=2)=[CH:5][N:4]2[C:18]([C:21]#[N:22])=[CH:19][CH:20]=[C:3]12.P12(SP3(SP(SP(S3)(S1)=S)(=S)S2)=S)=S.[CH2:37](N)[CH2:38][NH2:39]. (2) Given the product [I:1][C:11]1[N:12]2[N:13]=[CH:14][C:15]([C:18]3[CH:19]=[C:20]([CH:25]=[CH:26][CH:27]=3)[C:21]([O:23][CH3:24])=[O:22])=[CH:16][C:17]2=[N:9][CH:10]=1, predict the reactants needed to synthesize it. The reactants are: [I:1]N1C(=O)CCC1=O.[N:9]1[CH:10]=[CH:11][N:12]2[C:17]=1[CH:16]=[C:15]([C:18]1[CH:19]=[C:20]([CH:25]=[CH:26][CH:27]=1)[C:21]([O:23][CH3:24])=[O:22])[CH:14]=[N:13]2.